The task is: Predict the reaction yield, written as a fraction of the theoretical maximum amount of product (1.0 means a 100% yield; for example, 0.34 means a 34% yield).. This data is from Reaction yield outcomes from USPTO patents with 853,638 reactions. (1) The reactants are [F:1][C:2]1[CH:7]=[CH:6][C:5]([O:8][CH3:9])=[CH:4][C:3]=1[C:10]1[N:14]([S:15]([C:18]2[CH:19]=[N:20][CH:21]=[CH:22][CH:23]=2)(=[O:17])=[O:16])[CH:13]=[C:12]([CH2:24][N:25](C)[C:26](=O)[O:27][C:28]([CH3:31])(C)C)[CH:11]=1.[C:34]([O:37]CC)(=[O:36])[CH3:35].Cl.C([OH:43])C. No catalyst specified. The product is [C:28]([OH:43])(=[O:27])/[CH:31]=[CH:35]/[C:34]([OH:37])=[O:36].[F:1][C:2]1[CH:7]=[CH:6][C:5]([O:8][CH3:9])=[CH:4][C:3]=1[C:10]1[N:14]([S:15]([C:18]2[CH:19]=[N:20][CH:21]=[CH:22][CH:23]=2)(=[O:17])=[O:16])[CH:13]=[C:12]([CH2:24][NH:25][CH3:26])[CH:11]=1. The yield is 0.780. (2) The product is [NH2:19][C:11]1[O:12][C@H:13]([C:15]([F:18])([F:17])[F:16])[CH2:14][C@:9]([C:4]2[CH:3]=[C:2]([NH:30][C:28](=[O:29])[C:25]3[CH:24]=[CH:23][C:22]([Cl:21])=[CH:27][N:26]=3)[CH:7]=[N:6][C:5]=2[F:8])([CH3:20])[N:10]=1. The yield is 0.532. The catalyst is [Cu]I.O1CCOCC1. The reactants are Br[C:2]1[CH:3]=[C:4]([C@:9]2([CH3:20])[CH2:14][C@@H:13]([C:15]([F:18])([F:17])[F:16])[O:12][C:11]([NH2:19])=[N:10]2)[C:5]([F:8])=[N:6][CH:7]=1.[Cl:21][C:22]1[CH:23]=[CH:24][C:25]([C:28]([NH2:30])=[O:29])=[N:26][CH:27]=1.C(=O)([O-])[O-].[K+].[K+].CN[C@@H]1CCCC[C@H]1NC. (3) The yield is 0.600. The product is [O:11]([C:7]1[N:6]=[C:5]([C:3]([OH:4])=[O:2])[CH:10]=[CH:9][N:8]=1)[C:12]1[CH:13]=[CH:14][CH:15]=[CH:16][CH:17]=1. The reactants are C[O:2][C:3]([C:5]1[CH:10]=[CH:9][N:8]=[C:7]([O:11][C:12]2[CH:17]=[CH:16][CH:15]=[CH:14][CH:13]=2)[N:6]=1)=[O:4].[OH-].[Na+]. The catalyst is CO.